Dataset: NCI-60 drug combinations with 297,098 pairs across 59 cell lines. Task: Regression. Given two drug SMILES strings and cell line genomic features, predict the synergy score measuring deviation from expected non-interaction effect. (1) Drug 1: CC1=C2C(C(=O)C3(C(CC4C(C3C(C(C2(C)C)(CC1OC(=O)C(C(C5=CC=CC=C5)NC(=O)C6=CC=CC=C6)O)O)OC(=O)C7=CC=CC=C7)(CO4)OC(=O)C)O)C)OC(=O)C. Drug 2: CNC(=O)C1=NC=CC(=C1)OC2=CC=C(C=C2)NC(=O)NC3=CC(=C(C=C3)Cl)C(F)(F)F. Cell line: SW-620. Synergy scores: CSS=56.9, Synergy_ZIP=5.35, Synergy_Bliss=4.35, Synergy_Loewe=1.25, Synergy_HSA=5.81. (2) Drug 1: C1=CC(=CC=C1CC(C(=O)O)N)N(CCCl)CCCl.Cl. Drug 2: C1C(C(OC1N2C=C(C(=O)NC2=O)F)CO)O. Cell line: SR. Synergy scores: CSS=64.4, Synergy_ZIP=1.09, Synergy_Bliss=-2.18, Synergy_Loewe=-7.02, Synergy_HSA=1.86. (3) Drug 1: C1CN(CCN1C(=O)CCBr)C(=O)CCBr. Drug 2: CC12CCC3C(C1CCC2OP(=O)(O)O)CCC4=C3C=CC(=C4)OC(=O)N(CCCl)CCCl.[Na+]. Cell line: OVCAR-8. Synergy scores: CSS=22.9, Synergy_ZIP=-11.4, Synergy_Bliss=-11.7, Synergy_Loewe=-40.9, Synergy_HSA=-9.66. (4) Drug 1: B(C(CC(C)C)NC(=O)C(CC1=CC=CC=C1)NC(=O)C2=NC=CN=C2)(O)O. Drug 2: CC1(CCCN1)C2=NC3=C(C=CC=C3N2)C(=O)N. Cell line: NCIH23. Synergy scores: CSS=33.9, Synergy_ZIP=0.353, Synergy_Bliss=-1.18, Synergy_Loewe=-25.6, Synergy_HSA=-0.809.